From a dataset of hERG Central: cardiac toxicity at 1µM, 10µM, and general inhibition. Predict hERG channel inhibition at various concentrations. (1) The compound is COc1ccc(-n2c(C)c([N+](=O)[O-])c3ccc(O)c(CN(C)C)c32)cc1. Results: hERG_inhib (hERG inhibition (general)): blocker. (2) The compound is CCN(CC)S(=O)(=O)c1ccc(Oc2cccc(C(C)=O)c2)nc1. Results: hERG_inhib (hERG inhibition (general)): blocker. (3) The drug is CCn1c(N2CCN(Cc3ccc([N+](=O)[O-])cc3)CC2)nc2ccccc21.Cl. Results: hERG_inhib (hERG inhibition (general)): blocker. (4) The drug is Nc1nonc1OCCN1CCN(c2ccc([N+](=O)[O-])c3cccnc23)CC1. Results: hERG_inhib (hERG inhibition (general)): blocker. (5) The compound is CCOc1ccc(NCc2cccn2-c2nnc(N3CCC(C(=O)NCCCN4CCCCC4CC)CC3)s2)cc1. Results: hERG_inhib (hERG inhibition (general)): blocker. (6) The molecule is Cc1cc(C)c(CN2CCC(CO)(CCOc3ccccc3)CC2)cc1C. Results: hERG_inhib (hERG inhibition (general)): blocker.